Dataset: Forward reaction prediction with 1.9M reactions from USPTO patents (1976-2016). Task: Predict the product of the given reaction. (1) Given the reactants Br[C:2]1[CH:7]=[CH:6][C:5]([C:8]2[CH:13]=[CH:12][C:11](Br)=[CH:10][CH:9]=2)=[CH:4][CH:3]=1.[C:15]1([SH:21])[CH:20]=[CH:19][CH:18]=[CH:17][CH:16]=1.[OH-].[K+], predict the reaction product. The product is: [C:15]1([S:21][C:2]2[CH:7]=[CH:6][C:5]([C:8]3[CH:13]=[CH:12][C:11]([S:21][C:15]4[CH:20]=[CH:19][CH:18]=[CH:17][CH:16]=4)=[CH:10][CH:9]=3)=[CH:4][CH:3]=2)[CH:20]=[CH:19][CH:18]=[CH:17][CH:16]=1. (2) The product is: [CH:18]([C:7]1[C:8]([C:12]2[CH:13]=[N:14][CH:15]=[CH:16][CH:17]=2)=[N:9][O:10][CH:11]=1)=[CH:19][CH2:20][CH2:21][CH2:22][CH3:23]. Given the reactants C1COCC1.Br[C:7]1[C:8]([C:12]2[CH:13]=[N:14][CH:15]=[CH:16][CH:17]=2)=[N:9][O:10][CH:11]=1.[CH:18](/B(O)O)=[CH:19]\[CH2:20][CH2:21][CH2:22][CH3:23].[O-]P([O-])([O-])=O.[K+].[K+].[K+], predict the reaction product. (3) Given the reactants [C:1]1([SH:7])[CH:6]=[CH:5][CH:4]=[CH:3][CH:2]=1.[H-].[Na+].[H][H].Cl[CH2:13][CH2:14][CH2:15][O:16][CH2:17][CH2:18][N:19]1[C:31]2[C:30]3[CH:29]=[CH:28][CH:27]=[CH:26][C:25]=3[N:24]=[C:23]([NH2:32])[C:22]=2[N:21]=[C:20]1[CH2:33][CH2:34][CH3:35], predict the reaction product. The product is: [C:1]1([S:7][CH2:13][CH2:14][CH2:15][O:16][CH2:17][CH2:18][N:19]2[C:31]3[C:30]4[CH:29]=[CH:28][CH:27]=[CH:26][C:25]=4[N:24]=[C:23]([NH2:32])[C:22]=3[N:21]=[C:20]2[CH2:33][CH2:34][CH3:35])[CH:6]=[CH:5][CH:4]=[CH:3][CH:2]=1.